From a dataset of Full USPTO retrosynthesis dataset with 1.9M reactions from patents (1976-2016). Predict the reactants needed to synthesize the given product. (1) The reactants are: [Br:1][C:2]1[S:6][C:5]([C:7]([OH:9])=O)=[CH:4][CH:3]=1.C(Cl)(=O)C(Cl)=O.[F:16][C:17]1[CH:23]=[CH:22][CH:21]=[CH:20][C:18]=1[NH2:19].CCN(C(C)C)C(C)C. Given the product [Br:1][C:2]1[S:6][C:5]([C:7]([NH:19][C:18]2[CH:20]=[CH:21][CH:22]=[CH:23][C:17]=2[F:16])=[O:9])=[CH:4][CH:3]=1, predict the reactants needed to synthesize it. (2) Given the product [Br:17][CH2:8][C:7]1[CH:6]=[CH:5][C:4]([C:9]2[N:13]=[C:12]([CH:14]3[CH2:15][CH2:16]3)[O:11][N:10]=2)=[CH:3][C:2]=1[Cl:1], predict the reactants needed to synthesize it. The reactants are: [Cl:1][C:2]1[CH:3]=[C:4]([C:9]2[N:13]=[C:12]([CH:14]3[CH2:16][CH2:15]3)[O:11][N:10]=2)[CH:5]=[CH:6][C:7]=1[CH3:8].[Br:17]N1C(=O)CCC1=O.N(C(C)(C)C#N)=NC(C)(C)C#N.